Task: Predict the reactants needed to synthesize the given product.. Dataset: Full USPTO retrosynthesis dataset with 1.9M reactions from patents (1976-2016) (1) Given the product [CH:1]([NH:4][C:5]1[C:10]([C:11]([NH2:17])=[O:12])=[CH:9][N:8]=[C:7]([S:14][CH3:15])[N:6]=1)([CH3:3])[CH3:2], predict the reactants needed to synthesize it. The reactants are: [CH:1]([NH:4][C:5]1[C:10]([C:11](O)=[O:12])=[CH:9][N:8]=[C:7]([S:14][CH3:15])[N:6]=1)([CH3:3])[CH3:2].C[N:17](C(ON1N=NC2C=CC=NC1=2)=[N+](C)C)C.F[P-](F)(F)(F)(F)F.Cl.N.CCN(C(C)C)C(C)C. (2) The reactants are: [F:1][C:2]([F:16])([F:15])[C:3]1[CH:4]=[C:5]([C:9](=[O:14])[C:10]([F:13])([F:12])[F:11])[CH:6]=[CH:7][CH:8]=1.S(=O)(=O)(O)O.[I:22]I. Given the product [I:22][C:7]1[CH:6]=[C:5]([C:9](=[O:14])[C:10]([F:11])([F:12])[F:13])[CH:4]=[C:3]([C:2]([F:15])([F:16])[F:1])[CH:8]=1, predict the reactants needed to synthesize it. (3) Given the product [C:1]([O:5][C:6](=[O:28])[C:7]1[CH:12]=[CH:11][C:10]([CH:13]([C:14]2[C:22]3[C:17](=[CH:18][C:19]([C:23]#[N:24])=[CH:20][CH:21]=3)[NH:16][CH:15]=2)[OH:45])=[C:9]([Br:27])[CH:8]=1)([CH3:4])([CH3:3])[CH3:2], predict the reactants needed to synthesize it. The reactants are: [C:1]([O:5][C:6](=[O:28])[C:7]1[CH:12]=[CH:11][C:10]([CH2:13][C:14]2[C:22]3[C:17](=[CH:18][C:19]([C:23]#[N:24])=[CH:20][CH:21]=3)[N:16](CC)[CH:15]=2)=[C:9]([Br:27])[CH:8]=1)([CH3:4])([CH3:3])[CH3:2].C[NH-].C(C1C=C2C(C=CN2)=CC=1)#N.CC(C)([O-:45])C.[K+]. (4) The reactants are: [Si]([O:8][CH2:9][C:10]1[N:15]=[CH:14][C:13]2[N:16]([C:19]3[S:23][C:22]([C:24]([NH2:26])=[O:25])=[C:21]([O:27][CH:28]([C:30]4[CH:35]=[CH:34][CH:33]=[CH:32][C:31]=4[C:36]([F:39])([F:38])[F:37])[CH3:29])[CH:20]=3)[CH:17]=[N:18][C:12]=2[CH:11]=1)(C(C)(C)C)(C)C.[F-].C([N+](CCCC)(CCCC)CCCC)CCC. Given the product [OH:8][CH2:9][C:10]1[N:15]=[CH:14][C:13]2[N:16]([C:19]3[S:23][C:22]([C:24]([NH2:26])=[O:25])=[C:21]([O:27][CH:28]([C:30]4[CH:35]=[CH:34][CH:33]=[CH:32][C:31]=4[C:36]([F:37])([F:38])[F:39])[CH3:29])[CH:20]=3)[CH:17]=[N:18][C:12]=2[CH:11]=1, predict the reactants needed to synthesize it. (5) Given the product [O:1]=[C:2]1[C:10](=[CH:32][C:27]2[NH:28][C:29]3[C:25]([CH:26]=2)=[CH:24][C:23]([O:22][CH2:21][CH2:20][N:15]2[CH2:19][CH2:18][CH2:17][CH2:16]2)=[CH:31][CH:30]=3)[C:9]2[C:4](=[CH:5][CH:6]=[C:7]([S:11]([NH2:14])(=[O:12])=[O:13])[CH:8]=2)[NH:3]1, predict the reactants needed to synthesize it. The reactants are: [O:1]=[C:2]1[CH2:10][C:9]2[C:4](=[CH:5][CH:6]=[C:7]([S:11]([NH2:14])(=[O:13])=[O:12])[CH:8]=2)[NH:3]1.[N:15]1([CH2:20][CH2:21][O:22][C:23]2[CH:24]=[C:25]3[C:29](=[CH:30][CH:31]=2)[NH:28][C:27]([CH:32]=O)=[CH:26]3)[CH2:19][CH2:18][CH2:17][CH2:16]1.N1CCCCC1. (6) Given the product [CH:16]([O:19][C:2]1[C:3]([C:4]#[N:5])=[CH:6][CH:7]=[C:8]([C:10]([F:13])([F:12])[F:11])[N:9]=1)([CH3:18])[CH3:17], predict the reactants needed to synthesize it. The reactants are: Cl[C:2]1[N:9]=[C:8]([C:10]([F:13])([F:12])[F:11])[CH:7]=[CH:6][C:3]=1[C:4]#[N:5].[H-].[Na+].[CH:16]([OH:19])([CH3:18])[CH3:17]. (7) Given the product [CH2:1]([C:3]1[C:8]([O:9][C:15]2[C:16]([C:19]#[N:20])=[N:17][CH:18]=[C:13]([S:30][C:25]3[CH:26]=[CH:27][CH:28]=[CH:29][N:24]=3)[CH:14]=2)=[CH:7][CH:6]=[CH:5][N:4]=1)[CH3:2], predict the reactants needed to synthesize it. The reactants are: [CH2:1]([C:3]1[C:8]([OH:9])=[CH:7][CH:6]=[CH:5][N:4]=1)[CH3:2].[H-].[Na+].Br[C:13]1[CH:14]=[C:15]([N+]([O-])=O)[C:16]([C:19]#[N:20])=[N:17][CH:18]=1.[NH:24]1[CH:29]=[CH:28][CH:27]=[CH:26][C:25]1=[S:30]. (8) Given the product [F:21][C:5]1[C:6]([NH:8][C@H:9]2[CH:14]3[CH2:15][CH2:16][CH:11]([CH2:12][CH2:13]3)[C@@H:10]2[C:17]([O:19][CH3:20])=[O:18])=[N:7][C:2]([C:32]2[C:26]3[C:27](=[N:28][CH:29]=[C:24]([F:23])[CH:25]=3)[N:30]([S:42]([C:45]3[CH:50]=[CH:49][C:48]([CH3:51])=[CH:47][CH:46]=3)(=[O:43])=[O:44])[CH:31]=2)=[C:3]([F:22])[CH:4]=1, predict the reactants needed to synthesize it. The reactants are: Br[C:2]1[N:7]=[C:6]([NH:8][C@H:9]2[CH:14]3[CH2:15][CH2:16][CH:11]([CH2:12][CH2:13]3)[C@@H:10]2[C:17]([O:19][CH3:20])=[O:18])[C:5]([F:21])=[CH:4][C:3]=1[F:22].[F:23][C:24]1[CH:25]=[C:26]2[C:32](B3OC(C)(C)C(C)(C)O3)=[CH:31][N:30]([S:42]([C:45]3[CH:50]=[CH:49][C:48]([CH3:51])=[CH:47][CH:46]=3)(=[O:44])=[O:43])[C:27]2=[N:28][CH:29]=1.C1COCC1.C([O-])([O-])=O.[Na+].[Na+]. (9) Given the product [CH2:17]([O:19][C:20](=[O:30])[CH2:21][CH2:22][C:23]1[CH:28]=[CH:27][CH:26]=[C:25]([NH:29][C:14]([C:12]2[CH:11]=[CH:10][CH:9]=[C:8]([C:5]3[CH:4]=[CH:3][C:2]([F:1])=[CH:7][CH:6]=3)[N:13]=2)=[O:16])[CH:24]=1)[CH3:18], predict the reactants needed to synthesize it. The reactants are: [F:1][C:2]1[CH:7]=[CH:6][C:5]([C:8]2[N:13]=[C:12]([C:14]([OH:16])=O)[CH:11]=[CH:10][CH:9]=2)=[CH:4][CH:3]=1.[CH2:17]([O:19][C:20](=[O:30])[CH2:21][CH2:22][C:23]1[CH:28]=[CH:27][CH:26]=[C:25]([NH2:29])[CH:24]=1)[CH3:18].